From a dataset of Reaction yield outcomes from USPTO patents with 853,638 reactions. Predict the reaction yield, written as a fraction of the theoretical maximum amount of product (1.0 means a 100% yield; for example, 0.34 means a 34% yield). (1) The reactants are [C:1]1([C:7]2[C:16]([N:17]3[CH2:22][CH2:21][N:20]([C:23]4[CH:28]=[CH:27][CH:26]=[CH:25][N:24]=4)[CH2:19][CH2:18]3)=[N:15][C:14]3[C:9](=[CH:10][CH:11]=[C:12]([C:29]([O:31]C)=[O:30])[CH:13]=3)[N:8]=2)[CH:6]=[CH:5][CH:4]=[CH:3][CH:2]=1.[OH-].[Na+].Cl. The catalyst is CO. The product is [C:1]1([C:7]2[C:16]([N:17]3[CH2:22][CH2:21][N:20]([C:23]4[CH:28]=[CH:27][CH:26]=[CH:25][N:24]=4)[CH2:19][CH2:18]3)=[N:15][C:14]3[C:9](=[CH:10][CH:11]=[C:12]([C:29]([OH:31])=[O:30])[CH:13]=3)[N:8]=2)[CH:2]=[CH:3][CH:4]=[CH:5][CH:6]=1. The yield is 0.830. (2) The reactants are C(=O)([O-])[O-].[Cs+].[Cs+].[Cl:7][C:8]1[CH:13]=[CH:12][CH:11]=[CH:10][C:9]=1[N:14]1[C:19](=[O:20])[CH2:18][N:17]([CH2:21][C@H:22]([NH:30]S(C2C=CC=CC=2[N+]([O-])=O)(=O)=O)[C@@H:23]2[CH2:27][C@@H:26]([CH3:28])[C:25](=[O:29])[O:24]2)[C:16]([CH3:44])([CH3:43])[CH2:15]1.C1(S)C=CC=CC=1.C(=O)(O)[O-].[Na+].[C:57](OC(OC(C)(C)C)=O)([O:59][C:60]([CH3:63])([CH3:62])[CH3:61])=[O:58].N[C@H]([C@@H]1C[C@@H](C)C(=O)O1)CN1C(C)(C)CN(C2C=CC=CC=2Cl)C(=O)C1. The catalyst is C(#N)C.[Cl-].[Na+].O.C(OCC)(=O)C.O. The product is [C:60]([O:59][C:57](=[O:58])[NH:30][C@H:22]([C@@H:23]1[CH2:27][C@@H:26]([CH3:28])[C:25](=[O:29])[O:24]1)[CH2:21][N:17]1[CH2:18][C:19](=[O:20])[N:14]([C:9]2[CH:10]=[CH:11][CH:12]=[CH:13][C:8]=2[Cl:7])[CH2:15][C:16]1([CH3:43])[CH3:44])([CH3:63])([CH3:62])[CH3:61]. The yield is 0.840. (3) The reactants are [CH3:1][CH:2]([C:4]1[CH:9]=[CH:8][CH:7]=[CH:6][C:5]=1[N:10]1[CH2:15][CH2:14][NH:13][CH2:12][C:11]1=[O:16])[CH3:3].CCN(C(C)C)C(C)C.[Cl:26][C:27]1[C:35]([Cl:36])=[CH:34][CH:33]=[CH:32][C:28]=1[C:29](Cl)=[O:30].C(O)(=O)CC(CC(O)=O)(C(O)=O)O. The catalyst is ClCCl. The product is [Cl:26][C:27]1[C:35]([Cl:36])=[CH:34][CH:33]=[CH:32][C:28]=1[C:29]([N:13]1[CH2:14][CH2:15][N:10]([C:5]2[CH:6]=[CH:7][CH:8]=[CH:9][C:4]=2[CH:2]([CH3:1])[CH3:3])[C:11](=[O:16])[CH2:12]1)=[O:30]. The yield is 0.223. (4) The reactants are Cl.[N:2]1[CH:7]=[CH:6][C:5]([CH2:8][C:9]([OH:11])=O)=[CH:4][CH:3]=1.C(N(CC)CC)C.C(N1C=CN=C1)(N1C=CN=C1)=O.[CH3:31][C:32]1(C)[O:37]C(=O)[CH2:35][C:34](=O)[O:33]1.N1C=CC=CC=1. The catalyst is C(Cl)Cl. The product is [CH2:34]([O:33][C:32](=[O:37])[CH2:31][C:9](=[O:11])[CH2:8][C:5]1[CH:4]=[CH:3][N:2]=[CH:7][CH:6]=1)[CH3:35]. The yield is 0.150. (5) The product is [C:1]([O:5][C:6]([NH:8][CH2:9][CH2:10][C:11]([C:17]1[CH:22]=[CH:21][C:20]([Cl:23])=[CH:19][CH:18]=1)([CH3:16])[C:12]([OH:14])=[O:13])=[O:7])([CH3:2])([CH3:3])[CH3:4]. The catalyst is C1COCC1.O. The reactants are [C:1]([O:5][C:6]([NH:8][CH2:9][CH2:10][C:11]([C:17]1[CH:22]=[CH:21][C:20]([Cl:23])=[CH:19][CH:18]=1)([CH3:16])[C:12]([O:14]C)=[O:13])=[O:7])([CH3:4])([CH3:3])[CH3:2].O[Li].O. The yield is 0.990. (6) The reactants are [Br:1][C:2]1[CH:3]=[C:4]([C:9]2([C:17]3[CH:22]=[CH:21][C:20]([OH:23])=[CH:19][CH:18]=3)[NH:13][C:12](=[S:14])[N:11]([CH3:15])[C:10]2=[O:16])[CH:5]=[CH:6][C:7]=1[F:8].[CH2:24]([S:27](Cl)(=[O:29])=[O:28])[CH2:25][CH3:26]. No catalyst specified. The product is [CH2:24]([S:27]([O:23][C:20]1[CH:21]=[CH:22][C:17]([C:9]2([C:4]3[CH:5]=[CH:6][C:7]([F:8])=[C:2]([Br:1])[CH:3]=3)[C:10](=[O:16])[N:11]([CH3:15])[C:12](=[S:14])[NH:13]2)=[CH:18][CH:19]=1)(=[O:29])=[O:28])[CH2:25][CH3:26]. The yield is 0.770.